Dataset: Full USPTO retrosynthesis dataset with 1.9M reactions from patents (1976-2016). Task: Predict the reactants needed to synthesize the given product. (1) Given the product [CH3:1][O:2][C:3]1[CH:8]=[CH:7][C:6]([O:9][C:10]2[CH:15]=[CH:14][CH:13]=[CH:12][CH:11]=2)=[CH:5][C:4]=1[S:16]([NH2:20])(=[O:18])=[O:17], predict the reactants needed to synthesize it. The reactants are: [CH3:1][O:2][C:3]1[CH:8]=[CH:7][C:6]([O:9][C:10]2[CH:15]=[CH:14][CH:13]=[CH:12][CH:11]=2)=[CH:5][C:4]=1[S:16](Cl)(=[O:18])=[O:17].[NH3:20]. (2) Given the product [CH:44]1([CH2:47][CH2:48][NH:49][C:28]([C:11]2[C:10]([OH:32])=[C:9]([C:7]([NH:6][CH2:5][C:4]([OH:3])=[O:33])=[O:8])[C:14](=[O:15])[N:13]([CH2:16][C:17]3[CH:22]=[CH:21][CH:20]=[CH:19][C:18]=3[C:23]([F:25])([F:26])[F:24])[C:12]=2[OH:27])=[O:29])[CH2:46][CH2:45]1, predict the reactants needed to synthesize it. The reactants are: C([O:3][C:4](=[O:33])[CH2:5][NH:6][C:7]([C:9]1[C:14](=[O:15])[N:13]([CH2:16][C:17]2[CH:22]=[CH:21][CH:20]=[CH:19][C:18]=2[C:23]([F:26])([F:25])[F:24])[C:12]([OH:27])=[C:11]([C:28](OC)=[O:29])[C:10]=1[OH:32])=[O:8])C.C(N(C(C)C)CC)(C)C.Cl.[CH:44]1([CH2:47][CH2:48][NH2:49])[CH2:46][CH2:45]1. (3) Given the product [CH3:1][O:2][C:3]([C:5]1[CH:10]=[C:9]([NH:11][CH2:12][C:13]2[CH:18]=[CH:17][C:16]([F:19])=[CH:15][C:14]=2[F:20])[N:8]=[C:7]([C:32]2[CH:33]=[N:34][CH:35]=[C:30]([C:29]([F:40])([F:39])[F:28])[CH:31]=2)[N:6]=1)=[O:4], predict the reactants needed to synthesize it. The reactants are: [CH3:1][O:2][C:3]([C:5]1[CH:10]=[C:9]([NH:11][CH2:12][C:13]2[CH:18]=[CH:17][C:16]([F:19])=[CH:15][C:14]=2[F:20])[N:8]=[C:7](Cl)[N:6]=1)=[O:4].N1C=CC=NC=1.[F:28][C:29]([F:40])([F:39])[C:30]1[CH:31]=[C:32](B(O)O)[CH:33]=[N:34][CH:35]=1.C1(P(C2CCCCC2)C2C=CC=CC=2C2C(OC)=CC=CC=2OC)CCCCC1.C(=O)([O-])[O-].[K+].[K+]. (4) Given the product [Cl:1][C:2]1[CH:3]=[C:4]2[C:13](=[CH:14][CH:15]=1)[C:12]([NH:26][CH:23]1[CH2:24][CH2:25][N:20]([CH3:19])[CH2:21][CH2:22]1)=[C:11]1[C:6]([CH:7]=[CH:8][C:9]([O:17][CH3:18])=[CH:10]1)=[N:5]2, predict the reactants needed to synthesize it. The reactants are: [Cl:1][C:2]1[CH:3]=[C:4]2[C:13](=[CH:14][CH:15]=1)[C:12](Cl)=[C:11]1[C:6]([CH:7]=[CH:8][C:9]([O:17][CH3:18])=[CH:10]1)=[N:5]2.[CH3:19][N:20]1[CH2:25][CH2:24][CH:23]([NH2:26])[CH2:22][CH2:21]1.